From a dataset of Forward reaction prediction with 1.9M reactions from USPTO patents (1976-2016). Predict the product of the given reaction. (1) The product is: [C:4]([O:3][C:1]([NH:8][CH2:9][CH2:10][O:11][S:20]([CH3:19])(=[O:22])=[O:21])=[O:2])([CH3:5])([CH3:6])[CH3:7]. Given the reactants [C:1]([NH:8][CH2:9][CH2:10][OH:11])([O:3][C:4]([CH3:7])([CH3:6])[CH3:5])=[O:2].C(N(CC)CC)C.[CH3:19][S:20](Cl)(=[O:22])=[O:21], predict the reaction product. (2) The product is: [CH3:17][C:16]1([CH3:18])[C:12]([CH3:11])([CH3:26])[O:13][B:14]([C:19]2[CH:25]=[CH:24][C:22]([NH:23][C:2]3[O:3][C:4]4[CH:10]=[CH:9][CH:8]=[CH:7][C:5]=4[N:6]=3)=[CH:21][CH:20]=2)[O:15]1. Given the reactants Cl[C:2]1[O:3][C:4]2[CH:10]=[CH:9][CH:8]=[CH:7][C:5]=2[N:6]=1.[CH3:11][C:12]1([CH3:26])[C:16]([CH3:18])([CH3:17])[O:15][B:14]([C:19]2[CH:25]=[CH:24][C:22]([NH2:23])=[CH:21][CH:20]=2)[O:13]1, predict the reaction product. (3) Given the reactants [CH3:1][C:2]1[C:10]([CH2:11][CH2:12][N:13]2[CH2:30][CH2:29][C:16]3([CH2:20][N:19]([C:21]4[CH:28]=[CH:27][C:24]([C:25]#[N:26])=[CH:23][N:22]=4)[CH2:18][CH2:17]3)[CH2:15][CH2:14]2)=[CH:9][CH:8]=[C:7]2[C:3]=1[CH2:4][O:5][C:6]2=[O:31].[NH2:32]O.[C:34]([O-:37])([O-])=O.[K+].[K+], predict the reaction product. The product is: [O:37]1[CH:34]=[N:32][C:25]([C:24]2[CH:27]=[CH:28][C:21]([N:19]3[CH2:18][CH2:17][C:16]4([CH2:15][CH2:14][N:13]([CH2:12][CH2:11][C:10]5[C:2]([CH3:1])=[C:3]6[C:7](=[CH:8][CH:9]=5)[C:6](=[O:31])[O:5][CH2:4]6)[CH2:30][CH2:29]4)[CH2:20]3)=[N:22][CH:23]=2)=[N:26]1. (4) Given the reactants [F:1][C:2]1[CH:7]=[CH:6][C:5]([C:8]2[C:17]3[C:12](=[CH:13][CH:14]=[CH:15][CH:16]=3)[C:11]([N:18]3[CH2:23][CH2:22][NH:21][C@@H:20]([CH2:24][OH:25])[CH2:19]3)=[N:10][N:9]=2)=[CH:4][CH:3]=1.[F:26][C:27]1[CH:32]=[CH:31][C:30]([N:33]=[C:34]=[O:35])=[CH:29][CH:28]=1.[ClH:36], predict the reaction product. The product is: [ClH:36].[F:26][C:27]1[CH:32]=[CH:31][C:30]([NH:33][C:34]([N:21]2[CH2:22][CH2:23][N:18]([C:11]3[C:12]4[C:17](=[CH:16][CH:15]=[CH:14][CH:13]=4)[C:8]([C:5]4[CH:4]=[CH:3][C:2]([F:1])=[CH:7][CH:6]=4)=[N:9][N:10]=3)[CH2:19][C@@H:20]2[CH2:24][OH:25])=[O:35])=[CH:29][CH:28]=1. (5) Given the reactants Cl.[Cl:2][C:3]1[CH:8]=[CH:7][C:6]([C@@H:9]2[C@@H:14]([OH:15])[C@H:13]([CH2:16][OH:17])[C@@H:12]([OH:18])[C@H:11]([OH:19])[C@H:10]2[OH:20])=[CH:5][C:4]=1[CH2:21][C:22]1[CH:27]=[CH:26][C:25]([CH2:28][CH3:29])=[CH:24][CH:23]=1.[CH3:30][C:31]#N.[CH3:33]O, predict the reaction product. The product is: [Cl:2][C:3]1[CH:8]=[CH:7][C:6]([C@@H:9]2[C@H:14]3[O:15][C:31]([CH3:30])([CH3:33])[O:17][CH2:16][C@@H:13]3[C@@H:12]([OH:18])[C@H:11]([OH:19])[C@H:10]2[OH:20])=[CH:5][C:4]=1[CH2:21][C:22]1[CH:23]=[CH:24][C:25]([CH2:28][CH3:29])=[CH:26][CH:27]=1. (6) Given the reactants [CH3:1][C:2]1([CH3:12])[O:6][C:5](=[CH:7][C:8](Cl)=[O:9])[C:4](=[O:11])[O:3]1.[C:13]([C:15]1[CH:16]=[C:17]([CH:22]=[CH:23][C:24]=1[F:25])[CH2:18][NH:19][O:20][CH3:21])#[N:14], predict the reaction product. The product is: [C:13]([C:15]1[CH:16]=[C:17]([CH:22]=[CH:23][C:24]=1[F:25])[CH2:18][N:19]([O:20][CH3:21])[C:8](=[O:9])[CH:7]=[C:5]1[C:4](=[O:11])[O:3][C:2]([CH3:12])([CH3:1])[O:6]1)#[N:14]. (7) Given the reactants Cl[C:2]1[N:7]=[C:6]([N:8]([CH3:28])[CH2:9][CH2:10][CH2:11][O:12][C:13]2[CH:14]=[C:15]3[C:19](=[CH:20][CH:21]=2)[C@H:18]([CH2:22][C:23]([O:25][CH2:26][CH3:27])=[O:24])[CH2:17][CH2:16]3)[C:5]([F:29])=[CH:4][C:3]=1[C:30]#[N:31].C(=O)([O-])[O-].[Na+].[Na+].[CH3:38][O:39][C:40]1[CH:45]=[CH:44][C:43](B(O)O)=[CH:42][CH:41]=1.C(Cl)Cl, predict the reaction product. The product is: [C:30]([C:3]1[CH:4]=[C:5]([F:29])[C:6]([N:8]([CH3:28])[CH2:9][CH2:10][CH2:11][O:12][C:13]2[CH:14]=[C:15]3[C:19](=[CH:20][CH:21]=2)[C@H:18]([CH2:22][C:23]([O:25][CH2:26][CH3:27])=[O:24])[CH2:17][CH2:16]3)=[N:7][C:2]=1[C:43]1[CH:44]=[CH:45][C:40]([O:39][CH3:38])=[CH:41][CH:42]=1)#[N:31].